From a dataset of Forward reaction prediction with 1.9M reactions from USPTO patents (1976-2016). Predict the product of the given reaction. (1) Given the reactants C(=O)(OC(C)(C)C)[O:2][C:3]1[CH:4]=[C:5](Br)[CH:6]=[C:7]2[C:12]=1[N:11]=[CH:10][NH:9][C:8]2=[O:13].[CH3:21][C:22]1[CH:27]=[C:26](B(O)O)[CH:25]=[CH:24][N:23]=1, predict the reaction product. The product is: [OH:2][C:3]1[CH:4]=[C:5]([C:26]2[CH:25]=[CH:24][N:23]=[C:22]([CH3:21])[CH:27]=2)[CH:6]=[C:7]2[C:12]=1[N:11]=[CH:10][NH:9][C:8]2=[O:13]. (2) Given the reactants COC1C=CC(C[NH:8][CH:9]2[CH2:14][CH2:13][CH:12]([N:15]3[C:26]4=[C:27]5[C:22](=[CH:23][CH:24]=[CH:25]4)[C:21]([Cl:28])=[N:20][CH:19]=[C:18]5[CH2:17][CH2:16]3)[CH2:11][CH2:10]2)=CC=1.[F:31][C:32]([F:37])([F:36])[C:33]([OH:35])=[O:34], predict the reaction product. The product is: [NH2:8][CH:9]1[CH2:10][CH2:11][CH:12]([N:15]2[C:26]3=[C:27]4[C:22](=[CH:23][CH:24]=[CH:25]3)[C:21]([Cl:28])=[N:20][CH:19]=[C:18]4[CH2:17][CH2:16]2)[CH2:13][CH2:14]1.[F:31][C:32]([F:37])([F:36])[C:33]([O-:35])=[O:34].